From a dataset of NCI-60 drug combinations with 297,098 pairs across 59 cell lines. Regression. Given two drug SMILES strings and cell line genomic features, predict the synergy score measuring deviation from expected non-interaction effect. (1) Drug 1: C1=C(C(=O)NC(=O)N1)F. Drug 2: C1=NC2=C(N=C(N=C2N1C3C(C(C(O3)CO)O)F)Cl)N. Cell line: 786-0. Synergy scores: CSS=30.4, Synergy_ZIP=-9.50, Synergy_Bliss=-10.3, Synergy_Loewe=-9.37, Synergy_HSA=-4.68. (2) Synergy scores: CSS=23.7, Synergy_ZIP=-3.96, Synergy_Bliss=-2.27, Synergy_Loewe=-14.4, Synergy_HSA=-0.825. Drug 1: CC(CN1CC(=O)NC(=O)C1)N2CC(=O)NC(=O)C2. Drug 2: CC1=C(C(=O)C2=C(C1=O)N3CC4C(C3(C2COC(=O)N)OC)N4)N. Cell line: 786-0. (3) Drug 1: C1=NC(=NC(=O)N1C2C(C(C(O2)CO)O)O)N. Drug 2: C(CN)CNCCSP(=O)(O)O. Cell line: SF-539. Synergy scores: CSS=36.7, Synergy_ZIP=-2.73, Synergy_Bliss=-5.44, Synergy_Loewe=-56.6, Synergy_HSA=-4.63. (4) Drug 1: CC1=C(C(CCC1)(C)C)C=CC(=CC=CC(=CC(=O)O)C)C. Drug 2: C1=CN(C=N1)CC(O)(P(=O)(O)O)P(=O)(O)O. Cell line: SF-268. Synergy scores: CSS=0.822, Synergy_ZIP=-0.00354, Synergy_Bliss=2.23, Synergy_Loewe=-0.0924, Synergy_HSA=0.242. (5) Drug 1: C1=CC(=CC=C1CCCC(=O)O)N(CCCl)CCCl. Drug 2: C1C(C(OC1N2C=NC3=C2NC=NCC3O)CO)O. Cell line: MDA-MB-435. Synergy scores: CSS=-1.59, Synergy_ZIP=-1.26, Synergy_Bliss=-2.96, Synergy_Loewe=-5.45, Synergy_HSA=-4.37. (6) Drug 1: CC1CCC2CC(C(=CC=CC=CC(CC(C(=O)C(C(C(=CC(C(=O)CC(OC(=O)C3CCCCN3C(=O)C(=O)C1(O2)O)C(C)CC4CCC(C(C4)OC)O)C)C)O)OC)C)C)C)OC. Drug 2: C#CCC(CC1=CN=C2C(=N1)C(=NC(=N2)N)N)C3=CC=C(C=C3)C(=O)NC(CCC(=O)O)C(=O)O. Cell line: MOLT-4. Synergy scores: CSS=76.0, Synergy_ZIP=2.03, Synergy_Bliss=-0.244, Synergy_Loewe=-22.9, Synergy_HSA=-1.16. (7) Drug 1: C1=CC(=CC=C1C#N)C(C2=CC=C(C=C2)C#N)N3C=NC=N3. Drug 2: CN1C2=C(C=C(C=C2)N(CCCl)CCCl)N=C1CCCC(=O)O.Cl. Cell line: HCC-2998. Synergy scores: CSS=1.83, Synergy_ZIP=-2.24, Synergy_Bliss=-3.86, Synergy_Loewe=0.647, Synergy_HSA=-3.19.